Dataset: Catalyst prediction with 721,799 reactions and 888 catalyst types from USPTO. Task: Predict which catalyst facilitates the given reaction. Reactant: [Br:1][CH2:2][C:3]([C:5]1[CH:10]=[CH:9][C:8]([CH3:11])=[CH:7][CH:6]=1)=[O:4].[N:12]1[CH:17]=[CH:16][CH:15]=[CH:14][CH:13]=1. Product: [Br-:1].[O:4]=[C:3]([C:5]1[CH:10]=[CH:9][C:8]([CH3:11])=[CH:7][CH:6]=1)[CH2:2][N+:12]1[CH:17]=[CH:16][CH:15]=[CH:14][CH:13]=1. The catalyst class is: 21.